This data is from Forward reaction prediction with 1.9M reactions from USPTO patents (1976-2016). The task is: Predict the product of the given reaction. (1) Given the reactants [NH2:1][C:2]1[C:7]([N+:8]([O-])=O)=[CH:6][CH:5]=[CH:4][C:3]=1[C:11]1[CH:16]=[C:15]([F:17])[CH:14]=[C:13]([CH2:18][NH:19][S:20]([CH3:23])(=[O:22])=[O:21])[CH:12]=1.[NH4+].[Cl-], predict the reaction product. The product is: [NH2:1][C:2]1[C:7]([NH2:8])=[CH:6][CH:5]=[CH:4][C:3]=1[C:11]1[CH:16]=[C:15]([F:17])[CH:14]=[C:13]([CH2:18][NH:19][S:20]([CH3:23])(=[O:22])=[O:21])[CH:12]=1. (2) The product is: [NH2:1][C:2]1[C:11]2[N:12]=[C:13]3[CH2:18][O:17][CH2:16][C@H:15]([CH3:19])[N:14]3[C:10]=2[C:9]2[C:4](=[CH:5][C:6]([CH2:20][CH2:21][C:22]([N:24]([CH3:26])[CH3:25])=[O:23])=[CH:7][CH:8]=2)[N:3]=1. Given the reactants [NH2:1][C:2]1[C:11]2[N:12]=[C:13]3[CH2:18][O:17][CH2:16][C@H:15]([CH3:19])[N:14]3[C:10]=2[C:9]2[C:4](=[CH:5][C:6](/[CH:20]=[CH:21]/[C:22]([N:24]([CH3:26])[CH3:25])=[O:23])=[CH:7][CH:8]=2)[N:3]=1.C(Cl)(Cl)Cl, predict the reaction product. (3) Given the reactants Cl[C:2]1[CH:3]=[CH:4][C:5]2[N:6]([C:8]([C:11]3[CH:16]=[CH:15][C:14]([C:17]([F:20])([F:19])[F:18])=[CH:13][CH:12]=3)=[N:9][N:10]=2)[N:7]=1.[F:21][C:22]1[CH:27]=[CH:26][C:25]([C:28]2[O:29][C:30]3[CH:40]=[C:39]([N:41]([CH3:46])[S:42]([CH3:45])(=[O:44])=[O:43])[C:38](B4OC(C)(C)C(C)(C)O4)=[CH:37][C:31]=3[C:32]=2[C:33]([NH:35][CH3:36])=[O:34])=[CH:24][CH:23]=1.[O-]P([O-])([O-])=O.[K+].[K+].[K+], predict the reaction product. The product is: [F:21][C:22]1[CH:27]=[CH:26][C:25]([C:28]2[O:29][C:30]3[CH:40]=[C:39]([N:41]([CH3:46])[S:42]([CH3:45])(=[O:43])=[O:44])[C:38]([C:2]4[CH:3]=[CH:4][C:5]5[N:6]([C:8]([C:11]6[CH:16]=[CH:15][C:14]([C:17]([F:20])([F:19])[F:18])=[CH:13][CH:12]=6)=[N:9][N:10]=5)[N:7]=4)=[CH:37][C:31]=3[C:32]=2[C:33]([NH:35][CH3:36])=[O:34])=[CH:24][CH:23]=1.